This data is from Full USPTO retrosynthesis dataset with 1.9M reactions from patents (1976-2016). The task is: Predict the reactants needed to synthesize the given product. Given the product [NH2:31][C:29]1[CH:28]=[CH:27][C:3]([O:4][C:5]2[CH:10]=[CH:9][N:8]=[C:7]3[CH:11]=[C:12]([C:14]([NH:16][CH2:17][CH2:18][NH:19][C:20](=[O:26])[O:21][C:22]([CH3:25])([CH3:24])[CH3:23])=[O:15])[S:13][C:6]=23)=[C:2]([F:1])[CH:30]=1, predict the reactants needed to synthesize it. The reactants are: [F:1][C:2]1[CH:30]=[C:29]([N+:31]([O-])=O)[CH:28]=[CH:27][C:3]=1[O:4][C:5]1[CH:10]=[CH:9][N:8]=[C:7]2[CH:11]=[C:12]([C:14]([NH:16][CH2:17][CH2:18][NH:19][C:20](=[O:26])[O:21][C:22]([CH3:25])([CH3:24])[CH3:23])=[O:15])[S:13][C:6]=12.[BH4-].[Na+].Cl.